Dataset: Peptide-MHC class II binding affinity with 134,281 pairs from IEDB. Task: Regression. Given a peptide amino acid sequence and an MHC pseudo amino acid sequence, predict their binding affinity value. This is MHC class II binding data. (1) The peptide sequence is IVQNAYKQMIKSRTL. The MHC is DRB4_0101 with pseudo-sequence DRB4_0103. The binding affinity (normalized) is 0.591. (2) The peptide sequence is NISGYNFSLGAAVKA. The MHC is DRB1_0405 with pseudo-sequence DRB1_0405. The binding affinity (normalized) is 0.246.